From a dataset of Reaction yield outcomes from USPTO patents with 853,638 reactions. Predict the reaction yield, written as a fraction of the theoretical maximum amount of product (1.0 means a 100% yield; for example, 0.34 means a 34% yield). The reactants are [N:1]1[C:5]2[CH:6]=[CH:7][N:8]=[CH:9][C:4]=2[NH:3][CH:2]=1.C(N(CC)C(C)C)(C)C.[CH3:19][Si:20]([CH3:27])([CH3:26])[CH2:21][CH2:22][O:23][CH2:24]Cl. The catalyst is CN(C=O)C.[Cl-].[Na+].O.C(OCC)(=O)C. The product is [CH3:19][Si:20]([CH3:27])([CH3:26])[CH2:21][CH2:22][O:23][CH2:24][N:1]1[C:5]2[CH:6]=[CH:7][N:8]=[CH:9][C:4]=2[N:3]=[CH:2]1. The yield is 0.930.